From a dataset of Forward reaction prediction with 1.9M reactions from USPTO patents (1976-2016). Predict the product of the given reaction. (1) Given the reactants [NH2:1][C:2]1[CH:11]=[CH:10][C:5]([C:6]([O:8][CH3:9])=[O:7])=[CH:4][CH:3]=1.Cl.C(N=C=NCCCN(C)C)C.[C:24](=O)([O-])[OH:25].[Na+].[OH-].[Na+], predict the reaction product. The product is: [CH:24]([NH:1][C:2]1[CH:3]=[CH:4][C:5]([C:6]([O:8][CH3:9])=[O:7])=[CH:10][CH:11]=1)=[O:25]. (2) Given the reactants [CH3:1][C:2]1[C:10]2[C:9]([CH2:11][N:12]3[C:16]4[CH:17]=[CH:18][CH:19]=[CH:20][C:15]=4[NH:14][C:13]3=[O:21])=[CH:8][S:7][C:6]=2[CH:5]=[CH:4][CH:3]=1.[CH2:22]([O:24][C:25](=[O:31])/[CH:26]=[CH:27]/[O:28][CH2:29][CH3:30])[CH3:23].[OH-].C([N+](C)(C)C)C1C=CC=CC=1.CO.[NH4+].[Cl-], predict the reaction product. The product is: [CH2:22]([O:24][C:25](=[O:31])[CH2:26][CH:27]([O:28][CH2:29][CH3:30])[N:14]1[C:15]2[CH:20]=[CH:19][CH:18]=[CH:17][C:16]=2[N:12]([CH2:11][C:9]2[C:10]3[C:2]([CH3:1])=[CH:3][CH:4]=[CH:5][C:6]=3[S:7][CH:8]=2)[C:13]1=[O:21])[CH3:23].